Dataset: Retrosynthesis with 50K atom-mapped reactions and 10 reaction types from USPTO. Task: Predict the reactants needed to synthesize the given product. (1) Given the product C[C@H](N)C(=O)NCc1cccc(Nc2n[nH]c3ncnc(Nc4cccc(Cl)c4)c23)c1, predict the reactants needed to synthesize it. The reactants are: C[C@H](NC(=O)OC(C)(C)C)C(=O)NCc1cccc(Nc2n[nH]c3ncnc(Nc4cccc(Cl)c4)c23)c1. (2) Given the product CNC(=O)CCCN(C)C(=O)c1ccc2c(c1)c1c(n2C)CCC(C2CCOCC2)C1, predict the reactants needed to synthesize it. The reactants are: CNC(=O)CCC[NH2+]C.Cn1c2c(c3cc(C(=O)O)ccc31)CC(C1CCOCC1)CC2.